From a dataset of Reaction yield outcomes from USPTO patents with 853,638 reactions. Predict the reaction yield, written as a fraction of the theoretical maximum amount of product (1.0 means a 100% yield; for example, 0.34 means a 34% yield). The reactants are [CH3:1][C@@H:2]1[C@H:36]([OH:37])[C@@H:35]([CH3:38])[C@@H:34]([OH:39])[C@@H:33]([CH3:40])[C@H:32]([O:41][C:42]([CH3:44])=[O:43])[C@H:31]([CH3:45])[C@@H:30]([O:46][CH3:47])[CH:29]=[CH:28][O:27][C@:24]2([CH3:48])[C:25](=[O:26])[C:14]3[C:15]([O:23]2)=[C:16]([CH3:22])[C:17]([OH:21])=[C:18]2[C:19](=[O:20])[C:10](=[CH:11][C:12]4(OC(=O)CO4)[C:13]=32)[NH:9][C:7](=[O:8])[C:6]([CH3:54])=[CH:5][CH:4]=[CH:3]1.[NH2:55][C:56]1[CH:61]=[C:60]([CH3:62])[CH:59]=[CH:58][N:57]=1.O=C1O[C@H]([C@H](CO)O)C(O)=C1O.Cl. The catalyst is CC(CC(C)C)=O.C(#N)C.O. The product is [CH3:62][C:60]1[CH:59]=[CH:58][N:57]2[C:11]3[C:10]4[NH:9][C:7](=[O:8])[C:6]([CH3:54])=[CH:5][CH:4]=[CH:3][C@H:2]([CH3:1])[C@H:36]([OH:37])[C@@H:35]([CH3:38])[C@@H:34]([OH:39])[C@@H:33]([CH3:40])[C@H:32]([O:41][C:42]([CH3:44])=[O:43])[C@H:31]([CH3:45])[C@@H:30]([O:46][CH3:47])[CH:29]=[CH:28][O:27][C@:24]5([CH3:48])[C:25](=[O:26])[C:14]6=[C:15]([O:23]5)[C:16]([CH3:22])=[C:17]([OH:21])[C:18](=[C:13]6[C:12]=3[N:55]=[C:56]2[CH:61]=1)[C:19]=4[OH:20]. The yield is 0.822.